The task is: Predict which catalyst facilitates the given reaction.. This data is from Catalyst prediction with 721,799 reactions and 888 catalyst types from USPTO. (1) Reactant: [N+:1]([C:4]1[CH:9]=[CH:8][CH:7]=[CH:6][C:5]=1[S:10]([NH:13][C:14]1[CH:15]=[CH:16][CH:17]=[C:18]2[C:23]=1[N:22]=[CH:21][CH:20]=[C:19]2[C:24]([F:27])([F:26])[F:25])(=[O:12])=[O:11])([O-])=O.Cl[Sn]Cl. Product: [NH2:1][C:4]1[CH:9]=[CH:8][CH:7]=[CH:6][C:5]=1[S:10]([NH:13][C:14]1[CH:15]=[CH:16][CH:17]=[C:18]2[C:23]=1[N:22]=[CH:21][CH:20]=[C:19]2[C:24]([F:27])([F:26])[F:25])(=[O:12])=[O:11]. The catalyst class is: 422. (2) Reactant: F[C:2]1[CH:7]=[C:6]([F:8])[CH:5]=[CH:4][C:3]=1[C:9]1[N:14]=[CH:13][N:12]=[C:11]([NH:15][C:16]2[CH:21]=[CH:20][CH:19]=[C:18]([CH2:22][S:23]([CH3:26])(=[O:25])=[O:24])[CH:17]=2)[N:10]=1.[F:27][C:28]1[CH:33]=[C:32]([CH2:34][OH:35])[CH:31]=[CH:30][N:29]=1.C[Si]([N-][Si](C)(C)C)(C)C.[Na+].[Cl-].[NH4+]. Product: [F:8][C:6]1[CH:5]=[CH:4][C:3]([C:9]2[N:14]=[CH:13][N:12]=[C:11]([NH:15][C:16]3[CH:21]=[CH:20][CH:19]=[C:18]([CH2:22][S:23]([CH3:26])(=[O:25])=[O:24])[CH:17]=3)[N:10]=2)=[C:2]([O:35][CH2:34][C:32]2[CH:31]=[CH:30][N:29]=[C:28]([F:27])[CH:33]=2)[CH:7]=1. The catalyst class is: 1. (3) Reactant: ClC(N(C)C)=C(C)C.[N:9]1([C:13]([C:15]2[CH:42]=[CH:41][C:18]([O:19][C:20]3[CH:21]=[C:22]([CH:26]=[C:27]([O:29][C@@H:30]([CH3:40])[CH2:31][O:32][Si:33]([C:36]([CH3:39])([CH3:38])[CH3:37])([CH3:35])[CH3:34])[CH:28]=3)[C:23](O)=[O:24])=[C:17]([Cl:43])[CH:16]=2)=[O:14])[CH2:12][CH2:11][CH2:10]1.[NH2:44][C:45]1[CH:50]=[N:49][C:48](C)=[CH:47][N:46]=1.N1C=CC=CC=1. Product: [N:9]1([C:13]([C:15]2[CH:42]=[CH:41][C:18]([O:19][C:20]3[CH:21]=[C:22]([CH:26]=[C:27]([O:29][C@@H:30]([CH3:40])[CH2:31][O:32][Si:33]([C:36]([CH3:37])([CH3:38])[CH3:39])([CH3:35])[CH3:34])[CH:28]=3)[C:23]([NH:44][C:45]3[CH:50]=[N:49][CH:48]=[CH:47][N:46]=3)=[O:24])=[C:17]([Cl:43])[CH:16]=2)=[O:14])[CH2:10][CH2:11][CH2:12]1. The catalyst class is: 2. (4) Reactant: [CH3:1][C:2]1[N:7]=[C:6]([C:8]([F:11])([F:10])[F:9])[N:5]=[C:4]([N:12]2[CH2:17][CH2:16][N:15]([CH2:18][CH2:19][CH2:20][CH2:21][NH2:22])[CH2:14][CH2:13]2)[CH:3]=1.C1N=CN([C:28](N2C=NC=C2)=[O:29])C=1.[C:35]1([N:41]2[CH2:46][CH2:45][NH:44][CH2:43][CH2:42]2)[CH:40]=[CH:39][CH:38]=[CH:37][CH:36]=1. Product: [CH3:1][C:2]1[N:7]=[C:6]([C:8]([F:10])([F:9])[F:11])[N:5]=[C:4]([N:12]2[CH2:17][CH2:16][N:15]([CH2:18][CH2:19][CH2:20][CH2:21][NH:22][C:28]([N:44]3[CH2:45][CH2:46][N:41]([C:35]4[CH:40]=[CH:39][CH:38]=[CH:37][CH:36]=4)[CH2:42][CH2:43]3)=[O:29])[CH2:14][CH2:13]2)[CH:3]=1. The catalyst class is: 147. (5) Reactant: [Br:1][CH2:2][C:3]1[CH:11]=[CH:10][C:6]([C:7]([OH:9])=[O:8])=[CH:5][CH:4]=1.[C:12](O)([CH3:15])([CH3:14])[CH3:13].[O-]S([O-])(=O)=O.[Mg+2].S(=O)(=O)(O)O. Product: [Br:1][CH2:2][C:3]1[CH:11]=[CH:10][C:6]([C:7]([O:9][C:12]([CH3:15])([CH3:14])[CH3:13])=[O:8])=[CH:5][CH:4]=1. The catalyst class is: 4. (6) Reactant: [O:1]=[C:2]1[C:10]2[C:5](=[CH:6][CH:7]=[CH:8][CH:9]=2)[C:4](=[O:11])[N:3]1[C:12]1[CH:17]=[CH:16][C:15]([CH3:18])=[CH:14][N+:13]=1[O-].P(Br)(Br)([Br:22])=O.C([O-])([O-])=O.[Na+].[Na+]. Product: [Br:22][C:14]1[N:13]=[C:12]([N:3]2[C:2](=[O:1])[C:10]3[C:5](=[CH:6][CH:7]=[CH:8][CH:9]=3)[C:4]2=[O:11])[CH:17]=[CH:16][C:15]=1[CH3:18]. The catalyst class is: 68. (7) Product: [CH3:13][C:14]1[NH:12][C:10](=[O:11])[C:9]([C:7]#[N:8])=[C:16]([CH2:17][CH2:18][CH3:19])[CH:15]=1. The catalyst class is: 58. Reactant: CC([O-])(C)C.[K+].[C:7]([CH2:9][C:10]([NH2:12])=[O:11])#[N:8].[CH3:13][C:14](=O)/[CH:15]=[CH:16]/[CH2:17][CH2:18][CH3:19].O=O.Cl. (8) Reactant: [Cl:1][C:2]1[N:3]=[C:4]([N:18]2[CH2:23][CH2:22][O:21][CH2:20][CH2:19]2)[C:5]2[S:10][C:9]([CH2:11][N:12]3[CH2:17][CH2:16][NH:15][CH2:14][CH2:13]3)=[CH:8][C:6]=2[N:7]=1.[CH:24]([S:27](Cl)(=[O:29])=[O:28])([CH3:26])[CH3:25].C(N(CC)CC)C. Product: [Cl:1][C:2]1[N:3]=[C:4]([N:18]2[CH2:19][CH2:20][O:21][CH2:22][CH2:23]2)[C:5]2[S:10][C:9]([CH2:11][N:12]3[CH2:17][CH2:16][N:15]([S:27]([CH:24]([CH3:26])[CH3:25])(=[O:29])=[O:28])[CH2:14][CH2:13]3)=[CH:8][C:6]=2[N:7]=1. The catalyst class is: 4.